This data is from Buchwald-Hartwig C-N cross coupling reaction yields with 55,370 reactions. The task is: Predict the reaction yield, written as a fraction of the theoretical maximum amount of product (1.0 means a 100% yield; for example, 0.34 means a 34% yield). (1) The reactants are Ic1ccccn1.Cc1ccc(N)cc1.O=S(=O)(O[Pd]1c2ccccc2-c2ccccc2N~1)C(F)(F)F.COc1ccc(OC)c(P([C@]23C[C@H]4C[C@H](C[C@H](C4)C2)C3)[C@]23C[C@H]4C[C@H](C[C@H](C4)C2)C3)c1-c1c(C(C)C)cc(C(C)C)cc1C(C)C.CN(C)C(=NC(C)(C)C)N(C)C.COC(=O)c1ccno1. No catalyst specified. The product is Cc1ccc(Nc2ccccn2)cc1. The yield is 0.174. (2) The reactants are Ic1cccnc1.Cc1ccc(N)cc1.O=S(=O)(O[Pd]1c2ccccc2-c2ccccc2N~1)C(F)(F)F.COc1ccc(OC)c(P(C(C)(C)C)C(C)(C)C)c1-c1c(C(C)C)cc(C(C)C)cc1C(C)C.CN1CCCN2CCCN=C12.c1ccc(CN(Cc2ccccc2)c2ccno2)cc1. No catalyst specified. The product is Cc1ccc(Nc2cccnc2)cc1. The yield is 0.816. (3) The reactants are FC(F)(F)c1ccc(I)cc1.Cc1ccc(N)cc1.O=S(=O)(O[Pd]1c2ccccc2-c2ccccc2N~1)C(F)(F)F.CC(C)c1cc(C(C)C)c(-c2ccccc2P(C2CCCCC2)C2CCCCC2)c(C(C)C)c1.CCN=P(N=P(N(C)C)(N(C)C)N(C)C)(N(C)C)N(C)C.CCOC(=O)c1cnoc1C. No catalyst specified. The product is Cc1ccc(Nc2ccc(C(F)(F)F)cc2)cc1. The yield is 0.140. (4) The reactants are CCc1ccc(I)cc1.Cc1ccc(N)cc1.O=S(=O)(O[Pd]1c2ccccc2-c2ccccc2N~1)C(F)(F)F.COc1ccc(OC)c(P(C(C)(C)C)C(C)(C)C)c1-c1c(C(C)C)cc(C(C)C)cc1C(C)C.CCN=P(N=P(N(C)C)(N(C)C)N(C)C)(N(C)C)N(C)C.Cc1cc(-n2cccc2)no1. No catalyst specified. The product is CCc1ccc(Nc2ccc(C)cc2)cc1. The yield is 0.693. (5) The reactants are CCc1ccc(I)cc1.Cc1ccc(N)cc1.O=S(=O)(O[Pd]1c2ccccc2-c2ccccc2N~1)C(F)(F)F.COc1ccc(OC)c(P([C@]23C[C@H]4C[C@H](C[C@H](C4)C2)C3)[C@]23C[C@H]4C[C@H](C[C@H](C4)C2)C3)c1-c1c(C(C)C)cc(C(C)C)cc1C(C)C.CN1CCCN2CCCN=C12.COC(=O)c1ccno1. No catalyst specified. The product is CCc1ccc(Nc2ccc(C)cc2)cc1. The yield is 0.682. (6) The reactants are Brc1ccccn1.Cc1ccc(N)cc1.O=S(=O)(O[Pd]1c2ccccc2-c2ccccc2N~1)C(F)(F)F.CC(C)c1cc(C(C)C)c(-c2ccccc2P(C(C)(C)C)C(C)(C)C)c(C(C)C)c1.CCN=P(N=P(N(C)C)(N(C)C)N(C)C)(N(C)C)N(C)C.c1ccc(-c2cnoc2)cc1. No catalyst specified. The product is Cc1ccc(Nc2ccccn2)cc1. The yield is 0.352. (7) The reactants are CCc1ccc(Br)cc1.Cc1ccc(N)cc1.O=S(=O)(O[Pd]1c2ccccc2-c2ccccc2N~1)C(F)(F)F.CC(C)c1cc(C(C)C)c(-c2ccccc2P(C(C)(C)C)C(C)(C)C)c(C(C)C)c1.CCN=P(N=P(N(C)C)(N(C)C)N(C)C)(N(C)C)N(C)C.COC(=O)c1cc(-c2cccs2)on1. No catalyst specified. The product is CCc1ccc(Nc2ccc(C)cc2)cc1. The yield is 0.637. (8) The reactants are FC(F)(F)c1ccc(Cl)cc1.Cc1ccc(N)cc1.O=S(=O)(O[Pd]1c2ccccc2-c2ccccc2N~1)C(F)(F)F.COc1ccc(OC)c(P([C@]23C[C@H]4C[C@H](C[C@H](C4)C2)C3)[C@]23C[C@H]4C[C@H](C[C@H](C4)C2)C3)c1-c1c(C(C)C)cc(C(C)C)cc1C(C)C.CN(C)C(=NC(C)(C)C)N(C)C.COC(=O)c1cc(-c2cccs2)on1. No catalyst specified. The product is Cc1ccc(Nc2ccc(C(F)(F)F)cc2)cc1. The yield is 0.0275. (9) The reactants are Ic1ccccn1.Cc1ccc(N)cc1.O=S(=O)(O[Pd]1c2ccccc2-c2ccccc2N~1)C(F)(F)F.COc1ccc(OC)c(P(C(C)(C)C)C(C)(C)C)c1-c1c(C(C)C)cc(C(C)C)cc1C(C)C.CN(C)C(=NC(C)(C)C)N(C)C.Cc1cc(-c2ccccc2)on1. No catalyst specified. The product is Cc1ccc(Nc2ccccn2)cc1. The yield is 0.634. (10) The reactants are FC(F)(F)c1ccc(I)cc1.Cc1ccc(N)cc1.O=S(=O)(O[Pd]1c2ccccc2-c2ccccc2N~1)C(F)(F)F.COc1ccc(OC)c(P(C(C)(C)C)C(C)(C)C)c1-c1c(C(C)C)cc(C(C)C)cc1C(C)C.CN(C)C(=NC(C)(C)C)N(C)C.Cc1cc(C)on1. No catalyst specified. The product is Cc1ccc(Nc2ccc(C(F)(F)F)cc2)cc1. The yield is 0.364.